This data is from Forward reaction prediction with 1.9M reactions from USPTO patents (1976-2016). The task is: Predict the product of the given reaction. (1) Given the reactants [NH2:1][C:2]1[C:3]([NH:12][CH2:13][C:14]2[CH:19]=[CH:18][C:17]([C:20]3[CH:25]=[CH:24][CH:23]=[CH:22][C:21]=3[C:26]#[N:27])=[CH:16][CH:15]=2)=[C:4]([CH:9]=[CH:10][CH:11]=1)[C:5]([O:7][CH3:8])=[O:6].[C:28]([O-])([O-])([O-])[O:29][CH2:30][C:31]([F:34])([F:33])[F:32], predict the reaction product. The product is: [C:26]([C:21]1[CH:22]=[CH:23][CH:24]=[CH:25][C:20]=1[C:17]1[CH:18]=[CH:19][C:14]([CH2:13][N:12]2[C:3]3[C:4]([C:5]([O:7][CH3:8])=[O:6])=[CH:9][CH:10]=[CH:11][C:2]=3[N:1]=[C:28]2[O:29][CH2:30][C:31]([F:34])([F:33])[F:32])=[CH:15][CH:16]=1)#[N:27]. (2) Given the reactants Br[C:2]1[CH:17]=[CH:16][C:5]2[C:6]([C:9]3[CH:14]=[CH:13][C:12]([OH:15])=[CH:11][CH:10]=3)=[N:7][O:8][C:4]=2[CH:3]=1.[CH:18]1([NH:21][C:22]([C:24]2[CH:25]=[C:26]([F:34])[C:27]([CH3:33])=[C:28](B(O)O)[CH:29]=2)=[O:23])[CH2:20][CH2:19]1.C(=O)([O-])O.[Na+], predict the reaction product. The product is: [CH:18]1([NH:21][C:22](=[O:23])[C:24]2[CH:29]=[C:28]([C:2]3[CH:17]=[CH:16][C:5]4[C:6]([C:9]5[CH:14]=[CH:13][C:12]([OH:15])=[CH:11][CH:10]=5)=[N:7][O:8][C:4]=4[CH:3]=3)[C:27]([CH3:33])=[C:26]([F:34])[CH:25]=2)[CH2:19][CH2:20]1. (3) Given the reactants Br[CH2:2][C:3]([C:5]1[CH:10]=[CH:9][C:8]([N+:11]([O-:13])=[O:12])=[CH:7][CH:6]=1)=O.[NH2:14][C:15]1[CH:20]=[CH:19][CH:18]=[CH:17][N:16]=1, predict the reaction product. The product is: [N+:11]([C:8]1[CH:9]=[CH:10][C:5]([C:3]2[N:14]=[C:15]3[CH:20]=[CH:19][CH:18]=[CH:17][N:16]3[CH:2]=2)=[CH:6][CH:7]=1)([O-:13])=[O:12]. (4) Given the reactants Cl[C:2]1([C:13]2[CH:18]=[CH:17][CH:16]=[CH:15][C:14]=2[O:19][CH3:20])[C:10]2[C:5](=[CH:6][CH:7]=[C:8]([Cl:11])[CH:9]=2)[NH:4][C:3]1=[O:12].FC(F)(F)C(O)=O.[OH:28][C@H:29]1[CH2:33][CH2:32][NH:31][C@@H:30]1[C:34]([N:36]([CH3:38])[CH3:37])=[O:35], predict the reaction product. The product is: [Cl:11][C:8]1[CH:9]=[C:10]2[C:5](=[CH:6][CH:7]=1)[NH:4][C:3](=[O:12])[C:2]2([N:31]1[CH2:32][CH2:33][C@H:29]([OH:28])[C@H:30]1[C:34]([N:36]([CH3:38])[CH3:37])=[O:35])[C:13]1[CH:18]=[CH:17][CH:16]=[CH:15][C:14]=1[O:19][CH3:20]. (5) The product is: [N:19]1[CH:20]=[CH:21][CH:22]=[CH:23][C:18]=1[NH:17][C:2]1[N:7]=[C:6]([C:8]2[CH:13]=[CH:12][N:11]=[C:10]3[NH:14][CH:15]=[CH:16][C:9]=23)[CH:5]=[CH:4][N:3]=1. Given the reactants Cl[C:2]1[N:7]=[C:6]([C:8]2[CH:13]=[CH:12][N:11]=[C:10]3[NH:14][CH:15]=[CH:16][C:9]=23)[CH:5]=[CH:4][N:3]=1.[NH2:17][C:18]1[CH:23]=[CH:22][CH:21]=[CH:20][N:19]=1, predict the reaction product. (6) Given the reactants [CH2:1]([N:3]([CH2:31][CH3:32])[CH2:4][CH2:5][CH2:6][NH:7][CH2:8][C:9]1[CH:10]=[C:11]([C:15]2[CH:20]=[CH:19][N:18]=[C:17]([NH:21][CH2:22][CH2:23][C:24]3[CH:29]=[CH:28][C:27]([OH:30])=[CH:26][CH:25]=3)[N:16]=2)[CH:12]=[CH:13][CH:14]=1)[CH3:2].[CH:33](=O)[CH3:34], predict the reaction product. The product is: [CH2:31]([N:3]([CH2:1][CH3:2])[CH2:4][CH2:5][CH2:6][N:7]([CH2:8][C:9]1[CH:10]=[C:11]([C:15]2[CH:20]=[CH:19][N:18]=[C:17]([NH:21][CH2:22][CH2:23][C:24]3[CH:29]=[CH:28][C:27]([OH:30])=[CH:26][CH:25]=3)[N:16]=2)[CH:12]=[CH:13][CH:14]=1)[CH2:33][CH3:34])[CH3:32]. (7) The product is: [Cl:4][CH2:5][CH2:6][CH2:7][O:8][C:9]1[CH:14]=[CH:13][C:12]([C:15]2[O:16][CH:17]=[C:18]([CH2:20][C:21]([OH:23])=[O:22])[N:19]=2)=[CH:11][CH:10]=1. Given the reactants O.[OH-].[Li+].[Cl:4][CH2:5][CH2:6][CH2:7][O:8][C:9]1[CH:14]=[CH:13][C:12]([C:15]2[O:16][CH:17]=[C:18]([CH2:20][C:21]([O:23]C)=[O:22])[N:19]=2)=[CH:11][CH:10]=1, predict the reaction product.